Dataset: Full USPTO retrosynthesis dataset with 1.9M reactions from patents (1976-2016). Task: Predict the reactants needed to synthesize the given product. (1) The reactants are: CN(C)[CH:3]=[O:4].P(Cl)(Cl)([Cl:8])=O.[CH2:11]([N:13]1[C:17](O)=[CH:16][C:15]([CH3:19])=[N:14]1)[CH3:12]. Given the product [Cl:8][C:17]1[N:13]([CH2:11][CH3:12])[N:14]=[C:15]([CH3:19])[C:16]=1[CH:3]=[O:4], predict the reactants needed to synthesize it. (2) Given the product [NH2:25][C:21]1[N:20]=[C:19]([C:9]2[N:4]3[CH:5]=[C:6]([CH3:8])[CH:7]=[C:2]([NH:34][CH2:33][CH2:32][C:29]4[CH:30]=[CH:31][N:26]=[CH:27][CH:28]=4)[C:3]3=[N:11][C:10]=2[C:12]2[CH:17]=[CH:16][CH:15]=[C:14]([CH3:18])[N:13]=2)[CH:24]=[CH:23][N:22]=1, predict the reactants needed to synthesize it. The reactants are: Br[C:2]1[C:3]2[N:4]([C:9]([C:19]3[CH:24]=[CH:23][N:22]=[C:21]([NH2:25])[N:20]=3)=[C:10]([C:12]3[CH:17]=[CH:16][CH:15]=[C:14]([CH3:18])[N:13]=3)[N:11]=2)[CH:5]=[C:6]([CH3:8])[CH:7]=1.[N:26]1[CH:31]=[CH:30][C:29]([CH2:32][CH2:33][NH2:34])=[CH:28][CH:27]=1.CC([O-])(C)C.[Na+].C1(P(C2CCCCC2)C2C=CC=CC=2C2C=CC=CC=2N(C)C)CCCCC1. (3) The reactants are: [Br:1][C:2]1[C:7]2[NH:8][C:9](=O)[N:10]([CH2:11][CH2:12][CH2:13][Cl:14])[C:6]=2[C:5]([C:16]([O:18][CH3:19])=[O:17])=[CH:4][CH:3]=1.P(Cl)(Cl)([Cl:22])=O. Given the product [Br:1][C:2]1[C:7]2[N:8]=[C:9]([Cl:22])[N:10]([CH2:11][CH2:12][CH2:13][Cl:14])[C:6]=2[C:5]([C:16]([O:18][CH3:19])=[O:17])=[CH:4][CH:3]=1, predict the reactants needed to synthesize it. (4) Given the product [CH2:15]([O:14][C:13]1[C:12](=[O:22])[N:11]=[C:10]([CH2:23][C:24]2([C:29]3[CH:34]=[CH:33][C:32]([Cl:35])=[CH:31][CH:30]=3)[CH2:25][CH2:26][CH2:27][CH2:28]2)[N:9]2[CH2:37][CH2:36][N:5]([CH2:4][CH:1]3[CH2:3][CH2:2]3)[C:6](=[O:7])[C:8]=12)[C:16]1[CH:17]=[CH:18][CH:19]=[CH:20][CH:21]=1, predict the reactants needed to synthesize it. The reactants are: [CH:1]1([CH2:4][N:5]([CH2:36][CH2:37]O)[C:6]([C:8]2[C:13]([O:14][CH2:15][C:16]3[CH:21]=[CH:20][CH:19]=[CH:18][CH:17]=3)=[C:12]([OH:22])[N:11]=[C:10]([CH2:23][C:24]3([C:29]4[CH:34]=[CH:33][C:32]([Cl:35])=[CH:31][CH:30]=4)[CH2:28][CH2:27][CH2:26][CH2:25]3)[N:9]=2)=[O:7])[CH2:3][CH2:2]1.C1(P(C2C=CC=CC=2)C2C=CC=CC=2)C=CC=CC=1.N(C(OC(C)C)=O)=NC(OC(C)C)=O.CO.